Task: Predict which catalyst facilitates the given reaction.. Dataset: Catalyst prediction with 721,799 reactions and 888 catalyst types from USPTO (1) Reactant: [F:1][CH:2]([C:7]1[CH:8]=[C:9]([CH:24]=[CH:25][CH:26]=1)[CH2:10][CH:11]1[CH:15]([C:16]2[CH:21]=[CH:20][C:19]([F:22])=[CH:18][CH:17]=2)[O:14][C:13](=[O:23])[NH:12]1)[C:3]([F:6])([CH3:5])[CH3:4].[C:27](O[C:27]([O:29][C:30]([CH3:33])([CH3:32])[CH3:31])=[O:28])([O:29][C:30]([CH3:33])([CH3:32])[CH3:31])=[O:28]. Product: [F:1][CH:2]([C:7]1[CH:8]=[C:9]([CH:24]=[CH:25][CH:26]=1)[CH2:10][CH:11]1[CH:15]([C:16]2[CH:21]=[CH:20][C:19]([F:22])=[CH:18][CH:17]=2)[O:14][C:13](=[O:23])[N:12]1[C:27]([O:29][C:30]([CH3:33])([CH3:32])[CH3:31])=[O:28])[C:3]([F:6])([CH3:5])[CH3:4]. The catalyst class is: 10. (2) Reactant: Cl[C:2]1[N:10]=[C:9]2[C:5]([N:6]=[CH:7][N:8]2[CH3:11])=[C:4]([O:12][C:13]2[C:18]([CH3:19])=[CH:17][C:16]([C:20]3[CH:25]=[CH:24][C:23]([C:26]([O:28][CH3:29])=[O:27])=[CH:22][CH:21]=3)=[CH:15][C:14]=2[CH3:30])[N:3]=1.[NH2:31][C:32]1[CH:39]=[CH:38][C:35]([C:36]#[N:37])=[CH:34][CH:33]=1.C1C=CC(P(C2C(C3C(P(C4C=CC=CC=4)C4C=CC=CC=4)=CC=C4C=3C=CC=C4)=C3C(C=CC=C3)=CC=2)C2C=CC=CC=2)=CC=1.C([O-])([O-])=O.[Cs+].[Cs+]. Product: [C:36]([C:35]1[CH:38]=[CH:39][C:32]([NH:31][C:2]2[N:10]=[C:9]3[C:5]([N:6]=[CH:7][N:8]3[CH3:11])=[C:4]([O:12][C:13]3[C:18]([CH3:19])=[CH:17][C:16]([C:20]4[CH:21]=[CH:22][C:23]([C:26]([O:28][CH3:29])=[O:27])=[CH:24][CH:25]=4)=[CH:15][C:14]=3[CH3:30])[N:3]=2)=[CH:33][CH:34]=1)#[N:37]. The catalyst class is: 222. (3) Reactant: C[Si](C)(C)CCOC[N:7]1[C:11]([C:12]2[C:13]3[NH:21][N:20]=[N:19][C:14]=3[N:15]=[C:16]([NH2:18])[N:17]=2)=[CH:10][CH:9]=[N:8]1.[H-].[Na+].Br[CH2:27][C:28]1[CH:29]=[C:30]([CH:40]=[CH:41][CH:42]=1)[CH2:31][NH:32]C(=O)OC(C)(C)C. Product: [NH2:32][CH2:31][C:30]1[CH:29]=[C:28]([CH:42]=[CH:41][CH:40]=1)[CH2:27][N:19]1[C:14]2[N:15]=[C:16]([NH2:18])[N:17]=[C:12]([C:11]3[CH:10]=[CH:9][NH:8][N:7]=3)[C:13]=2[N:21]=[N:20]1. The catalyst class is: 3.